This data is from Catalyst prediction with 721,799 reactions and 888 catalyst types from USPTO. The task is: Predict which catalyst facilitates the given reaction. (1) Reactant: [Cl:1][C:2]1[C:3]2[N:4]([C:8]([CH:11]3[CH2:14][CH:13]([CH2:15][OH:16])[CH2:12]3)=[N:9][CH:10]=2)[CH:5]=[CH:6][N:7]=1.C1(O)CCCC(O)CCC1.[C:27]1([CH3:47])[CH:32]=[CH:31][C:30]([S:33]([O:36][S:37]([C:40]2[CH:45]=[CH:44][C:43]([CH3:46])=[CH:42][CH:41]=2)(=[O:39])=[O:38])(=[O:35])=[O:34])=[CH:29][CH:28]=1.CCN(C(C)C)C(C)C. Product: [C:27]1([CH3:47])[CH:32]=[CH:31][C:30]([S:33]([O:16][CH2:15][C@H:13]2[CH2:12][C@@H:11]([C:8]3[N:4]4[CH:5]=[CH:6][N:7]=[C:2]([Cl:1])[C:3]4=[CH:10][N:9]=3)[CH2:14]2)(=[O:35])=[O:34])=[CH:29][CH:28]=1.[C:43]1([CH3:46])[CH:42]=[CH:41][C:40]([S:37]([O:36][CH2:15][C@H:13]2[CH2:14][C@H:11]([C:8]3[N:4]4[CH:5]=[CH:6][N:7]=[C:2]([Cl:1])[C:3]4=[CH:10][N:9]=3)[CH2:12]2)(=[O:38])=[O:39])=[CH:45][CH:44]=1. The catalyst class is: 4. (2) Reactant: [CH3:1][O:2][C:3](=[O:15])[CH:4]=[CH:5][CH2:6]P(OCC)(OCC)=O.CC([O-])(C)C.[K+].[CH:22](=O)[CH2:23][CH2:24]/[CH:25]=[CH:26]\[CH3:27]. Product: [CH3:1][O:2][C:3](=[O:15])/[CH:4]=[CH:5]/[CH:6]=[CH:27][CH2:26][CH2:25]/[CH:24]=[CH:23]\[CH3:22]. The catalyst class is: 1. (3) Reactant: [CH2:1]([N:8]1[CH2:12][C@H:11]([C:13]2[CH:18]=[CH:17][C:16]([Cl:19])=[C:15]([F:20])[CH:14]=2)[C@@H:10](C(O)=O)[CH2:9]1)[C:2]1[CH:7]=[CH:6][CH:5]=[CH:4][CH:3]=1.CC[N:26]([CH2:29]C)CC.C1(P(N=[N+]=[N-])(C2C=CC=CC=2)=[O:38])C=CC=CC=1.[CH3:48][C:49]([O-:52])([CH3:51])[CH3:50].[Li+].C1COCC1. Product: [CH2:1]([N:8]1[CH2:12][C@H:11]([C:13]2[CH:18]=[CH:17][C:16]([Cl:19])=[C:15]([F:20])[CH:14]=2)[C@@H:10]([NH:26][C:29](=[O:38])[O:52][C:49]([CH3:51])([CH3:50])[CH3:48])[CH2:9]1)[C:2]1[CH:3]=[CH:4][CH:5]=[CH:6][CH:7]=1. The catalyst class is: 11. (4) Reactant: [F:1][C:2]1[C:7](F)=[CH:6][C:5]([N:9]2[CH2:13][C@H:12]([CH2:14][NH:15][C:16](=[O:18])[CH3:17])[O:11][C:10]2=[O:19])=[C:4]([N+:20]([O-:22])=[O:21])[CH:3]=1.[NH:23]1[CH2:28][CH2:27][O:26][CH2:25][CH2:24]1. Product: [F:1][C:2]1[C:7]([N:23]2[CH2:28][CH2:27][O:26][CH2:25][CH2:24]2)=[CH:6][C:5]([N:9]2[CH2:13][C@H:12]([CH2:14][NH:15][C:16](=[O:18])[CH3:17])[O:11][C:10]2=[O:19])=[C:4]([N+:20]([O-:22])=[O:21])[CH:3]=1. The catalyst class is: 32. (5) Reactant: [CH3:1][C:2]1[N:3]=[C:4]([C:13]2[CH:18]=[CH:17][CH:16]=[CH:15][CH:14]=2)[N:5]2[C:10]=1[CH:9]=[N:8][C:7](SC)=[N:6]2.CC1N=C(C2C=CC=CC=2)N2C=1C=NC(S(C)(=O)=O)=N2.Cl.[N:40]1([CH2:46][CH2:47][O:48][C:49]2[CH:54]=[CH:53][C:52]([NH2:55])=[CH:51][CH:50]=2)[CH2:45][CH2:44][CH2:43][CH2:42][CH2:41]1.C(N(CC)CC)C. Product: [CH3:1][C:2]1[N:3]=[C:4]([C:13]2[CH:18]=[CH:17][CH:16]=[CH:15][CH:14]=2)[N:5]2[C:10]=1[CH:9]=[N:8][C:7]([NH:55][C:52]1[CH:53]=[CH:54][C:49]([O:48][CH2:47][CH2:46][N:40]3[CH2:45][CH2:44][CH2:43][CH2:42][CH2:41]3)=[CH:50][CH:51]=1)=[N:6]2. The catalyst class is: 8. (6) Reactant: [CH2:1]([O:3][C:4]([C:6]1[NH:7][C:8]2[C:13]([CH:14]=1)=[C:12]([O:15]CC1C=CC=CC=1)[CH:11]=[CH:10][CH:9]=2)=[O:5])[CH3:2]. Product: [CH2:1]([O:3][C:4]([C:6]1[NH:7][C:8]2[C:13]([CH:14]=1)=[C:12]([OH:15])[CH:11]=[CH:10][CH:9]=2)=[O:5])[CH3:2]. The catalyst class is: 687. (7) Product: [CH2:1]([N:3]1[C:7]2=[N:8][C:9]([CH2:32][CH3:33])=[C:10]([CH2:19][NH:20][C:21]([C:23]3[CH:24]=[CH:25][CH:26]=[C:27]([C:29]([NH:34][CH2:35][C:36]4[CH:37]=[C:38]([C:42]5[CH:47]=[CH:46][CH:45]=[C:44]([CH2:48][CH:49]6[CH2:90][CH2:89][NH:88][CH2:91][CH2:92]6)[CH:43]=5)[CH:39]=[CH:40][CH:41]=4)=[O:30])[N:28]=3)=[O:22])[C:11]([NH:12][CH:13]3[CH2:18][CH2:17][O:16][CH2:15][CH2:14]3)=[C:6]2[CH:5]=[N:4]1)[CH3:2]. Reactant: [CH2:1]([N:3]1[C:7]2=[N:8][C:9]([CH2:32][CH3:33])=[C:10]([CH2:19][NH:20][C:21]([C:23]3[N:28]=[C:27]([C:29](O)=[O:30])[CH:26]=[CH:25][CH:24]=3)=[O:22])[C:11]([NH:12][CH:13]3[CH2:18][CH2:17][O:16][CH2:15][CH2:14]3)=[C:6]2[CH:5]=[N:4]1)[CH3:2].[NH2:34][CH2:35][C:36]1[CH:37]=[C:38]([C:42]2[CH:47]=[CH:46][CH:45]=[C:44]([CH2:48][CH:49]3CCN(C(OC(C)(C)C)=O)CC3)[CH:43]=2)[CH:39]=[CH:40][CH:41]=1.CN(C(ON1N=NC2C=CC=CC1=2)=[N+](C)C)C.F[P-](F)(F)(F)(F)F.CC[N:88]([CH2:91][CH3:92])[CH2:89][CH3:90]. The catalyst class is: 157.